This data is from Reaction yield outcomes from USPTO patents with 853,638 reactions. The task is: Predict the reaction yield, written as a fraction of the theoretical maximum amount of product (1.0 means a 100% yield; for example, 0.34 means a 34% yield). The reactants are [CH2:1]([C:5]1[N:6]=[C:7]([CH3:27])[NH:8][C:9](=[O:26])[C:10]=1[CH2:11][C:12]1[CH:17]=[CH:16][C:15]([C:18]2[C:19]([C:24]#[N:25])=[CH:20][CH:21]=[CH:22][CH:23]=2)=[CH:14][CH:13]=1)[CH2:2][CH2:3][CH3:4].C(=O)([O-])[O-].[K+].[K+].Cl.Cl[CH2:36][C:37]1[N:38]=[C:39]([CH3:42])[S:40][CH:41]=1.CN(C)C=O. The catalyst is C(OCC)(=O)C. The product is [CH2:1]([C:5]1[N:6]=[C:7]([CH3:27])[N:8]([CH2:36][C:37]2[N:38]=[C:39]([CH3:42])[S:40][CH:41]=2)[C:9](=[O:26])[C:10]=1[CH2:11][C:12]1[CH:17]=[CH:16][C:15]([C:18]2[C:19]([C:24]#[N:25])=[CH:20][CH:21]=[CH:22][CH:23]=2)=[CH:14][CH:13]=1)[CH2:2][CH2:3][CH3:4]. The yield is 0.550.